This data is from Catalyst prediction with 721,799 reactions and 888 catalyst types from USPTO. The task is: Predict which catalyst facilitates the given reaction. Reactant: Cl.[CH3:2][C:3]([NH2:12])([CH3:11])[CH2:4][C:5]1[CH:10]=[CH:9][CH:8]=[CH:7][CH:6]=1.[Cl:13][C:14]1[CH:19]=[C:18](Cl)[N:17]=[C:16]([NH2:21])[N:15]=1.CCN(C(C)C)C(C)C. Product: [Cl:13][C:14]1[N:15]=[C:16]([NH2:21])[N:17]=[C:18]([NH:12][C:3]([CH3:2])([CH3:11])[CH2:4][C:5]2[CH:10]=[CH:9][CH:8]=[CH:7][CH:6]=2)[CH:19]=1. The catalyst class is: 23.